From a dataset of Full USPTO retrosynthesis dataset with 1.9M reactions from patents (1976-2016). Predict the reactants needed to synthesize the given product. (1) Given the product [CH2:1]([O:8][CH2:9][CH:10]1[O:11][C:14]([NH2:15])=[N:13][CH2:12]1)[C:2]1[CH:3]=[CH:4][CH:5]=[CH:6][CH:7]=1, predict the reactants needed to synthesize it. The reactants are: [CH2:1]([O:8][CH2:9][CH:10]1[CH2:12][O:11]1)[C:2]1[CH:7]=[CH:6][CH:5]=[CH:4][CH:3]=1.[N:13]#[C:14][NH2:15].[Na]. (2) Given the product [CH:13]1([C:9]2[CH:8]=[C:7]([C:16]([O:18][CH3:19])=[O:17])[C:6](=[O:20])[N:5]3[C:10]=2[C:11]([CH3:12])=[C:2]([C:26]2[CH:25]=[C:24]4[C:29](=[CH:28][CH:27]=2)[NH:21][CH:22]=[CH:23]4)[CH:3]=[CH:4]3)[CH2:15][CH2:14]1, predict the reactants needed to synthesize it. The reactants are: Cl[C:2]1[CH:3]=[CH:4][N:5]2[C:10]([C:11]=1[CH3:12])=[C:9]([CH:13]1[CH2:15][CH2:14]1)[CH:8]=[C:7]([C:16]([O:18][CH3:19])=[O:17])[C:6]2=[O:20].[NH:21]1[C:29]2[C:24](=[CH:25][C:26](B(O)O)=[CH:27][CH:28]=2)[CH:23]=[CH:22]1. (3) Given the product [C:56]([O:59][CH2:60][C:61]([N:21]1[CH2:22][C@H:18]2[C@H:17]([C:25]3[CH:30]=[CH:29][C:28]([F:31])=[CH:27][C:26]=3[CH3:32])[C@@H:16]([O:15][C@@H:13]([C:5]3[CH:6]=[C:7]([C:9]([F:12])([F:10])[F:11])[CH:8]=[C:3]([C:2]([F:1])([F:33])[F:34])[CH:4]=3)[CH3:14])[O:24][CH2:23][C@@H:19]2[CH2:20]1)=[O:62])(=[O:58])[CH3:57], predict the reactants needed to synthesize it. The reactants are: [F:1][C:2]([F:34])([F:33])[C:3]1[CH:4]=[C:5]([C@H:13]([O:15][C@H:16]2[O:24][CH2:23][C@@H:19]3[CH2:20][NH:21][CH2:22][C@H:18]3[C@@H:17]2[C:25]2[CH:30]=[CH:29][C:28]([F:31])=[CH:27][C:26]=2[CH3:32])[CH3:14])[CH:6]=[C:7]([C:9]([F:12])([F:11])[F:10])[CH:8]=1.C(N(CC)C(C)C)(C)C.Cl.CN(C)CCCN=C=NCC.[C:56]([O:59][CH2:60][C:61](O)=[O:62])(=[O:58])[CH3:57]. (4) Given the product [CH:11]([N:8]1[C:9]2[CH:10]=[C:2]([C:24]3[CH:29]=[CH:28][N:27]=[N:26][CH:25]=3)[CH:3]=[C:4]([C:15]([O:17][CH3:18])=[O:16])[C:5]=2[C:6]([CH3:14])=[CH:7]1)([CH3:13])[CH3:12], predict the reactants needed to synthesize it. The reactants are: Br[C:2]1[CH:3]=[C:4]([C:15]([O:17][CH3:18])=[O:16])[C:5]2[C:6]([CH3:14])=[CH:7][N:8]([CH:11]([CH3:13])[CH3:12])[C:9]=2[CH:10]=1.C([Sn](CCCC)(CCCC)[C:24]1[CH:29]=[CH:28][N:27]=[N:26][CH:25]=1)CCC.